Predict the product of the given reaction. From a dataset of Forward reaction prediction with 1.9M reactions from USPTO patents (1976-2016). (1) The product is: [N:42]1[CH:43]=[CH:44][C:39]([NH:38][C:37]2[C:36]3[C:31](=[CH:32][CH:33]=[CH:34][CH:35]=3)[NH:30][C:29]=2[C:27]([OH:28])=[O:26])=[CH:40][CH:41]=1. Given the reactants C(OC(C1NC2C(C=1N)=CC=CC=2)=O)C.Cl.ClC1C=CN=CC=1.C([O:26][C:27]([C:29]1[NH:30][C:31]2[C:36]([C:37]=1[NH:38][C:39]1[CH:44]=[CH:43][N:42]=[CH:41][CH:40]=1)=[CH:35][CH:34]=[CH:33][CH:32]=2)=[O:28])C.ClC1C=CN=CC=1, predict the reaction product. (2) Given the reactants F[P-](F)(F)(F)(F)F.C[N+](C)=C(N(C)C)ON1C2N=CC=CC=2N=N1.C(N(CC)C(C)C)(C)C.[NH2:34][C:35]1[N:44]=[C:43]([N:45]2[CH2:50][CH2:49][N:48]([CH3:51])[CH2:47][CH2:46]2)[C:42]2[C:37](=[CH:38][C:39]([C:52]([OH:54])=O)=[CH:40][CH:41]=2)[N:36]=1.[NH2:55][CH:56]([CH2:62][C:63]1[CH:64]=[N:65][C:66]([C:69]2[CH:74]=[CH:73][CH:72]=[C:71]([F:75])[C:70]=2[F:76])=[CH:67][CH:68]=1)[C:57]([N:59]([CH3:61])[CH3:60])=[O:58], predict the reaction product. The product is: [NH2:34][C:35]1[N:44]=[C:43]([N:45]2[CH2:46][CH2:47][N:48]([CH3:51])[CH2:49][CH2:50]2)[C:42]2[C:37](=[CH:38][C:39]([C:52]([NH:55][CH:56]([CH2:62][C:63]3[CH:64]=[N:65][C:66]([C:69]4[CH:74]=[CH:73][CH:72]=[C:71]([F:75])[C:70]=4[F:76])=[CH:67][CH:68]=3)[C:57]([N:59]([CH3:61])[CH3:60])=[O:58])=[O:54])=[CH:40][CH:41]=2)[N:36]=1. (3) Given the reactants [CH3:1][S:2]([CH2:4][C:5]1[CH:10]=[CH:9][CH:8]=[C:7]([N+:11]([O-:13])=[O:12])[CH:6]=1)=[O:3].[F:14][C:15]([F:20])([F:19])[C:16]([NH2:18])=[O:17].[O-2].[Mg+2].C(O)(=O)C.C(O)(=O)C.IC1C=CC=CC=1, predict the reaction product. The product is: [F:14][C:15]([F:20])([F:19])[C:16]([N:18]=[S:2]([CH3:1])([CH2:4][C:5]1[CH:10]=[CH:9][CH:8]=[C:7]([N+:11]([O-:13])=[O:12])[CH:6]=1)=[O:3])=[O:17]. (4) Given the reactants CS(O[CH2:6][CH2:7][CH2:8][N:9]1[CH:13]=[CH:12][N:11]=[C:10]1[CH2:14][N:15]([CH2:30][C:31]1[CH:36]=[CH:35][C:34]([CH2:37][C:38]([O:40][CH3:41])=[O:39])=[CH:33][CH:32]=1)[CH2:16][C:17]1[N:18]([CH2:22][O:23][CH2:24][CH2:25][Si:26]([CH3:29])([CH3:28])[CH3:27])[CH:19]=[CH:20][N:21]=1)(=O)=O.C(N(C(C)C)CC)(C)C.[CH2:51]1[C:55]2([CH2:60][CH2:59][N:58]([C:61]([O:63][C:64]([CH3:67])([CH3:66])[CH3:65])=[O:62])[CH2:57][CH2:56]2)[CH2:54][CH2:53][NH:52]1.O, predict the reaction product. The product is: [CH3:41][O:40][C:38](=[O:39])[CH2:37][C:34]1[CH:33]=[CH:32][C:31]([CH2:30][N:15]([CH2:14][C:10]2[N:9]([CH2:8][CH2:7][CH2:6][N:52]3[CH2:53][CH2:54][C:55]4([CH2:60][CH2:59][N:58]([C:61]([O:63][C:64]([CH3:67])([CH3:66])[CH3:65])=[O:62])[CH2:57][CH2:56]4)[CH2:51]3)[CH:13]=[CH:12][N:11]=2)[CH2:16][C:17]2[N:18]([CH2:22][O:23][CH2:24][CH2:25][Si:26]([CH3:27])([CH3:28])[CH3:29])[CH:19]=[CH:20][N:21]=2)=[CH:36][CH:35]=1. (5) Given the reactants [F:1][C:2]1[N:10]=[C:9]([F:11])[C:8]([I:12])=[CH:7][C:3]=1[C:4]([OH:6])=O.S(Cl)(Cl)=[O:14].C(N([CH2:22][CH3:23])CC)C.[NH2:24][C@@H:25]([C:28]([CH3:31])([CH3:30])[CH3:29])[CH2:26][OH:27].C1[CH2:36][O:35][CH2:34][CH2:33]1, predict the reaction product. The product is: [F:1][C:2]1[N:10]=[C:9]([F:11])[C:8]([I:12])=[CH:7][C:3]=1[C:4]([C:22](=[CH:23][NH:24][C@@H:25]([C:28]([CH3:31])([CH3:30])[CH3:29])[CH2:26][OH:27])[C:36]([O:35][CH2:34][CH3:33])=[O:14])=[O:6]. (6) The product is: [ClH:1].[Cl:1][C:2]1[C:3]([OH:11])=[CH:4][CH:5]=[C:6]([N:8]([CH3:10])[CH3:9])[N:7]=1. Given the reactants [Cl:1][C:2]1[N:7]=[C:6]([N:8]([CH3:10])[CH3:9])[CH:5]=[CH:4][C:3]=1[O:11]COC.FC1C=C(F)C=CC=1C=O, predict the reaction product.